Dataset: hERG Central: cardiac toxicity at 1µM, 10µM, and general inhibition. Task: Predict hERG channel inhibition at various concentrations. (1) The compound is CC1CCN(CCCNC(=O)CN2C(=O)CSc3ccc(S(=O)(=O)N4CCC(C)CC4)cc32)CC1. Results: hERG_inhib (hERG inhibition (general)): blocker. (2) The drug is COc1ccc(CN2CCCC(C(=O)Nc3cccc(-n4cccn4)c3)C2)cc1. Results: hERG_inhib (hERG inhibition (general)): blocker. (3) The molecule is CCN1CCN(c2ccc(S(=O)(=O)N3CCCCC3)cc2NC(=O)c2sccc2C)CC1. Results: hERG_inhib (hERG inhibition (general)): blocker. (4) The compound is Cc1ccc(NCc2nnc(SCCN3CCCCC3)n2CC2CCCO2)c(C)c1. Results: hERG_inhib (hERG inhibition (general)): blocker. (5) The drug is CC(Nc1nc(N2CCCCC2)nc2ccccc12)c1ccccc1. Results: hERG_inhib (hERG inhibition (general)): blocker. (6) The molecule is O=C(Nc1ccc(F)cc1)N1CCN(CCc2ccccc2)CC1. Results: hERG_inhib (hERG inhibition (general)): blocker. (7) Results: hERG_inhib (hERG inhibition (general)): blocker. The molecule is COCCN(CC(=O)Nc1cccc(C)c1C)C(=O)c1cc(-c2ccncc2)nc2ccccc12.